Dataset: Reaction yield outcomes from USPTO patents with 853,638 reactions. Task: Predict the reaction yield, written as a fraction of the theoretical maximum amount of product (1.0 means a 100% yield; for example, 0.34 means a 34% yield). The catalyst is [Cl-].C([N+](CC)(CC)CC)C1C=CC=CC=1.ClCCl. The product is [C:1]1([C:7](=[N:8][CH:9]([CH2:25][CH:26]=[C:27]2[CH2:32][CH2:31][O:30][CH2:29][CH2:28]2)[C:10]([O:12][CH2:13][CH3:14])=[O:11])[C:15]2[CH:20]=[CH:19][CH:18]=[CH:17][CH:16]=2)[CH:2]=[CH:3][CH:4]=[CH:5][CH:6]=1. The yield is 1.00. The reactants are [C:1]1([C:7]([C:15]2[CH:20]=[CH:19][CH:18]=[CH:17][CH:16]=2)=[N:8][CH2:9][C:10]([O:12][CH2:13][CH3:14])=[O:11])[CH:6]=[CH:5][CH:4]=[CH:3][CH:2]=1.O.[OH-].[Cs+].Br[CH2:25][CH:26]=[C:27]1[CH2:32][CH2:31][O:30][CH2:29][CH2:28]1.